Dataset: Reaction yield outcomes from USPTO patents with 853,638 reactions. Task: Predict the reaction yield, written as a fraction of the theoretical maximum amount of product (1.0 means a 100% yield; for example, 0.34 means a 34% yield). (1) The reactants are [CH3:1][O:2][C:3]1[CH:4]=[C:5]2[C:10](=[CH:11][C:12]=1[O:13][CH3:14])[N:9]=[CH:8][N:7]=[C:6]2[O:15][C:16]1[CH:22]=[CH:21][C:19]([NH2:20])=[CH:18][CH:17]=1.C1(C)C=CC=CC=1.C(N(CC)CC)C.Cl[C:38](Cl)([O:40][C:41](=[O:47])OC(Cl)(Cl)Cl)Cl.[N:49]1[CH:54]=[CH:53][CH:52]=[CH:51][C:50]=1[S:55][CH2:56][CH2:57]CO. The catalyst is C(Cl)Cl. The product is [CH3:1][O:2][C:3]1[CH:4]=[C:5]2[C:10](=[CH:11][C:12]=1[O:13][CH3:14])[N:9]=[CH:8][N:7]=[C:6]2[O:15][C:16]1[CH:22]=[CH:21][C:19]([NH:20][C:41](=[O:47])[O:40][CH2:38][CH2:57][CH2:56][S:55][C:50]2[CH:51]=[CH:52][CH:53]=[CH:54][N:49]=2)=[CH:18][CH:17]=1. The yield is 0.0400. (2) The reactants are [F:1][C:2]1[CH:3]=[CH:4][C:5]([N+:11]([O-:13])=[O:12])=[C:6]([CH:10]=1)[C:7](O)=[O:8].B.CO. The catalyst is O1CCCC1. The product is [F:1][C:2]1[CH:3]=[CH:4][C:5]([N+:11]([O-:13])=[O:12])=[C:6]([CH2:7][OH:8])[CH:10]=1. The yield is 1.00. (3) The reactants are [CH3:1][C:2]1[C:3]([C:11]2[S:15][C:14]([C:16]([OH:18])=O)=[CH:13][CH:12]=2)=[N:4][O:5][C:6]=1[C:7]([F:10])([F:9])[F:8].[CH:19]1([CH2:22][NH2:23])[CH2:21][CH2:20]1. No catalyst specified. The product is [CH:19]1([CH2:22][NH:23][C:16]([C:14]2[S:15][C:11]([C:3]3[C:2]([CH3:1])=[C:6]([C:7]([F:8])([F:9])[F:10])[O:5][N:4]=3)=[CH:12][CH:13]=2)=[O:18])[CH2:21][CH2:20]1. The yield is 0.670.